From a dataset of Forward reaction prediction with 1.9M reactions from USPTO patents (1976-2016). Predict the product of the given reaction. (1) The product is: [ClH:1].[O:2]1[C:7]2=[CH:8][N:9]=[C:10]([CH2:12][NH:13][CH:14]3[CH2:19][CH2:18][N:17]([CH2:20][CH2:21][N:22]4[C:31]5[C:26](=[N:27][CH:28]=[C:29]([O:42][CH3:40])[CH:30]=5)[CH:25]=[CH:24][C:23]4=[O:33])[CH2:16][CH2:15]3)[CH:11]=[C:6]2[CH2:5][CH2:4][CH2:3]1. Given the reactants [ClH:1].[O:2]1[C:7]2=[CH:8][N:9]=[C:10]([CH2:12][NH:13][CH:14]3[CH2:19][CH2:18][N:17]([CH2:20][CH2:21][N:22]4[C:31]5[C:26](=[N:27][CH:28]=[C:29](F)[CH:30]=5)[CH:25]=[CH:24][C:23]4=[O:33])[CH2:16][CH2:15]3)[CH:11]=[C:6]2[CH2:5][CH2:4][CH2:3]1.C[O-].[Na+].CO.O.[C:40](OCC)(=[O:42])C, predict the reaction product. (2) Given the reactants [F:1][C:2]([F:30])([F:29])[C:3]1[CH:4]=[C:5]([N:9]2[C:18](=[O:19])[C:17]3[C:12](=[CH:13][CH:14]=[CH:15][CH:16]=3)[NH:11][CH:10]2[C:20]2[CH:21]=[N:22][C:23]([O:27][CH3:28])=[C:24]([Br:26])[CH:25]=2)[CH:6]=[CH:7][CH:8]=1.ClCCCl.C([SiH](CC)CC)C.FC(F)(F)C(O)=O, predict the reaction product. The product is: [Br:26][C:24]1[CH:25]=[C:20]([CH2:10][NH:11][C:12]2[CH:13]=[CH:14][CH:15]=[CH:16][C:17]=2[C:18]([NH:9][C:5]2[CH:6]=[CH:7][CH:8]=[C:3]([C:2]([F:30])([F:1])[F:29])[CH:4]=2)=[O:19])[CH:21]=[N:22][C:23]=1[O:27][CH3:28].